This data is from Full USPTO retrosynthesis dataset with 1.9M reactions from patents (1976-2016). The task is: Predict the reactants needed to synthesize the given product. (1) Given the product [C:73]([O:77][C:78]([N:80]1[CH2:85][CH2:84][N:83]([C:86]2[CH:91]=[CH:90][C:89]([NH:92][C:38]([C:35]3[CH:36]=[CH:37][C:32]([C:29]4[CH:28]=[CH:27][C:26]([C:24]5[N:25]=[C:21]([C@@H:17]6[CH2:18][CH2:19][CH2:20][N:16]6[C:14](=[O:15])[C@@H:13]([NH:12][C:10]([O:9][CH3:8])=[O:11])[CH:46]([CH3:48])[CH3:47])[NH:22][CH:23]=5)=[CH:31][CH:30]=4)=[C:33]([O:41][C:42]([F:44])([F:45])[F:43])[CH:34]=3)=[O:40])=[CH:88][N:87]=2)[C@H:82]([CH3:93])[CH2:81]1)=[O:79])([CH3:76])([CH3:74])[CH3:75], predict the reactants needed to synthesize it. The reactants are: OC(C(F)(F)F)=O.[CH3:8][O:9][C:10]([NH:12][C@@H:13]([CH:46]([CH3:48])[CH3:47])[C:14]([N:16]1[CH2:20][CH2:19][CH2:18][C@H:17]1[C:21]1[NH:22][CH:23]=[C:24]([C:26]2[CH:31]=[CH:30][C:29]([C:32]3[CH:37]=[CH:36][C:35]([C:38]([OH:40])=O)=[CH:34][C:33]=3[O:41][C:42]([F:45])([F:44])[F:43])=[CH:28][CH:27]=2)[N:25]=1)=[O:15])=[O:11].CN(C(ON1N=NC2C=CC=NC1=2)=[N+](C)C)C.F[P-](F)(F)(F)(F)F.[C:73]([O:77][C:78]([N:80]1[CH2:85][CH2:84][N:83]([C:86]2[CH:91]=[CH:90][C:89]([NH2:92])=[CH:88][N:87]=2)[C@H:82]([CH3:93])[CH2:81]1)=[O:79])([CH3:76])([CH3:75])[CH3:74].C(N(CC)C(C)C)(C)C. (2) Given the product [C:11]([N:18]1[CH2:26][C:25](=[O:27])[CH2:24][C@H:19]1[C:20]([O:22][CH3:23])=[O:21])([O:13][C:14]([CH3:17])([CH3:16])[CH3:15])=[O:12], predict the reactants needed to synthesize it. The reactants are: C(Cl)(=O)C(Cl)=O.CS(C)=O.[C:11]([N:18]1[CH2:26][CH:25]([OH:27])[CH2:24][C@H:19]1[C:20]([O:22][CH3:23])=[O:21])([O:13][C:14]([CH3:17])([CH3:16])[CH3:15])=[O:12]. (3) Given the product [CH3:27][O:26][C:24](=[O:25])[NH:1][CH2:2][C@@H:3]1[O:7][C:6](=[O:8])[N:5]([C:9]2[CH:14]=[CH:13][C:12]([I:15])=[C:11]([F:16])[CH:10]=2)[CH2:4]1, predict the reactants needed to synthesize it. The reactants are: [NH2:1][CH2:2][C@@H:3]1[O:7][C:6](=[O:8])[N:5]([C:9]2[CH:14]=[CH:13][C:12]([I:15])=[C:11]([F:16])[CH:10]=2)[CH2:4]1.N1C=CC=CC=1.Cl[C:24]([O:26][CH3:27])=[O:25]. (4) Given the product [CH3:18][C:10]1[C:9]([O:8][C:6]2[CH:5]=[CH:4][N:3]=[C:2]([NH:24][C:19](=[O:23])[CH:20]([CH3:22])[CH3:21])[CH:7]=2)=[CH:14][CH:13]=[C:12]([N+:15]([O-:17])=[O:16])[N:11]=1, predict the reactants needed to synthesize it. The reactants are: Cl[C:2]1[CH:7]=[C:6]([O:8][C:9]2[C:10]([CH3:18])=[N:11][C:12]([N+:15]([O-:17])=[O:16])=[CH:13][CH:14]=2)[CH:5]=[CH:4][N:3]=1.[C:19]([NH2:24])(=[O:23])[CH:20]([CH3:22])[CH3:21].C([O-])([O-])=O.[Cs+].[Cs+].